From a dataset of NCI-60 drug combinations with 297,098 pairs across 59 cell lines. Regression. Given two drug SMILES strings and cell line genomic features, predict the synergy score measuring deviation from expected non-interaction effect. (1) Drug 1: C1CCN(CC1)CCOC2=CC=C(C=C2)C(=O)C3=C(SC4=C3C=CC(=C4)O)C5=CC=C(C=C5)O. Drug 2: C1C(C(OC1N2C=NC3=C2NC=NCC3O)CO)O. Cell line: K-562. Synergy scores: CSS=-3.02, Synergy_ZIP=-2.98, Synergy_Bliss=-7.85, Synergy_Loewe=-4.74, Synergy_HSA=-5.12. (2) Drug 1: CC1=C(C=C(C=C1)NC(=O)C2=CC=C(C=C2)CN3CCN(CC3)C)NC4=NC=CC(=N4)C5=CN=CC=C5. Cell line: BT-549. Synergy scores: CSS=-0.611, Synergy_ZIP=2.02, Synergy_Bliss=-1.59, Synergy_Loewe=-0.863, Synergy_HSA=-5.28. Drug 2: CNC(=O)C1=NC=CC(=C1)OC2=CC=C(C=C2)NC(=O)NC3=CC(=C(C=C3)Cl)C(F)(F)F. (3) Drug 1: CC1=CC=C(C=C1)C2=CC(=NN2C3=CC=C(C=C3)S(=O)(=O)N)C(F)(F)F. Drug 2: CC1CCC2CC(C(=CC=CC=CC(CC(C(=O)C(C(C(=CC(C(=O)CC(OC(=O)C3CCCCN3C(=O)C(=O)C1(O2)O)C(C)CC4CCC(C(C4)OC)O)C)C)O)OC)C)C)C)OC. Cell line: NCI/ADR-RES. Synergy scores: CSS=2.26, Synergy_ZIP=2.96, Synergy_Bliss=6.38, Synergy_Loewe=-1.21, Synergy_HSA=0.0256. (4) Drug 1: C1CCC(C1)C(CC#N)N2C=C(C=N2)C3=C4C=CNC4=NC=N3. Drug 2: C(CCl)NC(=O)N(CCCl)N=O. Cell line: NCIH23. Synergy scores: CSS=10.0, Synergy_ZIP=-2.52, Synergy_Bliss=-1.15, Synergy_Loewe=-2.08, Synergy_HSA=-2.01.